Dataset: Reaction yield outcomes from USPTO patents with 853,638 reactions. Task: Predict the reaction yield, written as a fraction of the theoretical maximum amount of product (1.0 means a 100% yield; for example, 0.34 means a 34% yield). (1) The reactants are [NH2:1][C:2]1[S:3][CH:4]=[C:5]([C:7]2[CH:12]=[CH:11][C:10]([CH2:13][CH2:14][NH:15][C:16](=[O:22])[O:17][C:18]([CH3:21])([CH3:20])[CH3:19])=[CH:9][CH:8]=2)[N:6]=1.[C:23](OC(=O)C)(=[O:25])[CH3:24].N1C=CC=CC=1. The catalyst is ClCCl.CN(C)C1C=CN=CC=1. The product is [C:23]([NH:1][C:2]1[S:3][CH:4]=[C:5]([C:7]2[CH:8]=[CH:9][C:10]([CH2:13][CH2:14][NH:15][C:16](=[O:22])[O:17][C:18]([CH3:19])([CH3:21])[CH3:20])=[CH:11][CH:12]=2)[N:6]=1)(=[O:25])[CH3:24]. The yield is 0.853. (2) The reactants are [Br:1][C:2]1[CH:3]=[C:4]([C:17]([O:19]C)=O)[N:5]([CH2:7][C:8]([C:10]2[CH:15]=[N:14][C:13]([CH3:16])=[CH:12][N:11]=2)=O)[CH:6]=1.[CH2:21]([NH2:24])[CH2:22][NH2:23]. The catalyst is O1CCOCC1. The product is [Br:1][C:2]1[CH:3]=[C:4]2[C:17](=[O:19])[N:23]3[CH2:22][CH2:21][NH:24][C:8]3([C:10]3[CH:15]=[N:14][C:13]([CH3:16])=[CH:12][N:11]=3)[CH2:7][N:5]2[CH:6]=1. The yield is 0.290.